Dataset: Catalyst prediction with 721,799 reactions and 888 catalyst types from USPTO. Task: Predict which catalyst facilitates the given reaction. Reactant: Br[C:2]1[CH:3]=[C:4]([F:33])[C:5]([NH:12][C:13]2[C:18]([Cl:19])=[CH:17][N:16]=[C:15]([NH:20][C:21]3[CH:22]=[CH:23][C:24]4[CH2:30][CH2:29][CH2:28][C:27](=[O:31])[NH:26][C:25]=4[CH:32]=3)[N:14]=2)=[C:6]([CH:11]=1)[C:7]([NH:9][CH3:10])=[O:8].C1(C)C=CC=CC=1.C(O)C.C(=O)([O-])[O-].[Na+].[Na+].[C:50]([C:52]1[CH:57]=[CH:56][C:55](B(O)O)=[CH:54][CH:53]=1)#[N:51]. Product: [CH3:10][NH:9][C:7]([C:6]1[CH:11]=[C:2]([C:55]2[CH:56]=[CH:57][C:52]([C:50]#[N:51])=[CH:53][CH:54]=2)[CH:3]=[C:4]([F:33])[C:5]=1[NH:12][C:13]1[C:18]([Cl:19])=[CH:17][N:16]=[C:15]([NH:20][C:21]2[CH:22]=[CH:23][C:24]3[CH2:30][CH2:29][CH2:28][C:27](=[O:31])[NH:26][C:25]=3[CH:32]=2)[N:14]=1)=[O:8]. The catalyst class is: 257.